Predict which catalyst facilitates the given reaction. From a dataset of Catalyst prediction with 721,799 reactions and 888 catalyst types from USPTO. (1) Reactant: [CH3:1][O:2][C:3]1[CH:8]=[CH:7][C:6]([N+:9]([O-:11])=[O:10])=[CH:5][C:4]=1[OH:12].Cl.Cl[CH2:15][CH2:16][N:17]([CH3:19])[CH3:18].[H-].[Na+].N#N. Product: [CH3:1][O:2][C:3]1[CH:8]=[CH:7][C:6]([N+:9]([O-:11])=[O:10])=[CH:5][C:4]=1[O:12][CH2:15][CH2:16][N:17]([CH3:19])[CH3:18]. The catalyst class is: 9. (2) Reactant: [Si]([O:8][C:9]([C:11]1[CH:12]=[CH:13][CH:14]=[C:15]2[C:20]=1[N:19]=[CH:18][CH:17]=[CH:16]2)=[CH2:10])(C(C)(C)C)(C)C.C1C(=O)N([Br:28])C(=O)C1. Product: [Br:28][CH2:8][C:9]([C:11]1[CH:12]=[CH:13][CH:14]=[C:15]2[C:20]=1[N:19]=[CH:18][CH:17]=[CH:16]2)=[O:10]. The catalyst class is: 20.